Dataset: Full USPTO retrosynthesis dataset with 1.9M reactions from patents (1976-2016). Task: Predict the reactants needed to synthesize the given product. (1) Given the product [CH3:25][C:16]1[CH:21]=[CH:20][CH:19]=[CH:18][C:17]=1[C:2]1[CH:7]=[CH:6][C:5](/[C:8](/[CH3:15])=[CH:9]/[C:10]([O:12][CH2:13][CH3:14])=[O:11])=[CH:4][CH:3]=1, predict the reactants needed to synthesize it. The reactants are: I[C:2]1[CH:7]=[CH:6][C:5](/[C:8](/[CH3:15])=[CH:9]/[C:10]([O:12][CH2:13][CH3:14])=[O:11])=[CH:4][CH:3]=1.[C:16]1([CH3:25])[CH:21]=[CH:20][CH:19]=[CH:18][C:17]=1B(O)O. (2) Given the product [F:40][C:2]([F:1])([F:39])[C:3]1[CH:4]=[C:5]([C@H:13]2[O:17][C:16](=[O:18])[N:15]([CH2:19][C:20]3[CH:25]=[C:24]([C:26]([F:28])([F:29])[F:27])[CH:23]=[CH:22][C:21]=3[C:30]3[CH:35]=[C:34]([N+:41]([O-:43])=[O:42])[CH:33]=[CH:32][C:31]=3[O:36][CH3:37])[C@H:14]2[CH3:38])[CH:6]=[C:7]([C:9]([F:11])([F:10])[F:12])[CH:8]=1, predict the reactants needed to synthesize it. The reactants are: [F:1][C:2]([F:40])([F:39])[C:3]1[CH:4]=[C:5]([C@H:13]2[O:17][C:16](=[O:18])[N:15]([CH2:19][C:20]3[CH:25]=[C:24]([C:26]([F:29])([F:28])[F:27])[CH:23]=[CH:22][C:21]=3[C:30]3[CH:35]=[CH:34][CH:33]=[CH:32][C:31]=3[O:36][CH3:37])[C@H:14]2[CH3:38])[CH:6]=[C:7]([C:9]([F:12])([F:11])[F:10])[CH:8]=1.[N+:41]([O-])([OH:43])=[O:42]. (3) Given the product [CH3:28][C:26]1[CH:27]=[C:23]([N:6]2[CH2:7][C@H:8]([S:10]([C:13]3[CH:18]=[CH:17][CH:16]=[CH:15][C:14]=3[C:19]([F:20])([F:21])[F:22])(=[O:12])=[O:11])[CH2:9][C@H:5]2[C:3]([OH:4])=[O:2])[N:24]([C:29]2[CH:34]=[CH:33][N:32]=[C:31]([CH3:35])[CH:30]=2)[N:25]=1, predict the reactants needed to synthesize it. The reactants are: C[O:2][C:3]([C@@H:5]1[CH2:9][C@@H:8]([S:10]([C:13]2[CH:18]=[CH:17][CH:16]=[CH:15][C:14]=2[C:19]([F:22])([F:21])[F:20])(=[O:12])=[O:11])[CH2:7][N:6]1[C:23]1[N:24]([C:29]2[CH:34]=[CH:33][N:32]=[C:31]([CH3:35])[CH:30]=2)[N:25]=[C:26]([CH3:28])[CH:27]=1)=[O:4].[OH-].[Li+]. (4) Given the product [CH:1]1([CH2:6][N:8]2[CH2:14][CH2:13][C:12]3[CH:15]=[C:16]([O:19][CH2:20][CH2:21][CH2:22][N:23]4[CH2:24][CH2:25][CH2:26][CH2:27][CH2:28]4)[CH:17]=[CH:18][C:11]=3[CH2:10][CH2:9]2)[CH2:2][CH2:3][CH2:4][CH2:5]1, predict the reactants needed to synthesize it. The reactants are: [CH:1]1([C:6]([N:8]2[CH2:14][CH2:13][C:12]3[CH:15]=[C:16]([O:19][CH2:20][CH2:21][CH2:22][N:23]4[CH2:28][CH2:27][CH2:26][CH2:25][CH2:24]4)[CH:17]=[CH:18][C:11]=3[CH2:10][CH2:9]2)=O)[CH2:5][CH2:4][CH2:3][CH2:2]1.[H-].[Al+3].[Li+].[H-].[H-].[H-]. (5) Given the product [CH:1]1[C:6]2[CH2:7][CH2:8][CH2:9][CH2:10][CH:11]([CH2:12][C:13]([O:15][CH2:16][CH3:17])=[O:14])[C:5]=2[CH:4]=[CH:3][CH:2]=1, predict the reactants needed to synthesize it. The reactants are: [CH:1]1[C:6]2[CH2:7][CH2:8][CH2:9][CH2:10][C:11](=[CH:12][C:13]([O:15][CH2:16][CH3:17])=[O:14])[C:5]=2[CH:4]=[CH:3][CH:2]=1.